Predict which catalyst facilitates the given reaction. From a dataset of Catalyst prediction with 721,799 reactions and 888 catalyst types from USPTO. (1) The catalyst class is: 12. Product: [CH:1]([O:4][C:5]([N:7]1[CH2:13][CH2:12][CH2:11][CH:10]([N:14]([C:30](=[O:32])[CH3:31])[CH2:15][C:16]2[CH:21]=[C:20]([C:22]([F:25])([F:24])[F:23])[CH:19]=[C:18]([C:26]([F:29])([F:28])[F:27])[CH:17]=2)[C:9]2[CH:33]=[C:34]([CH3:39])[C:35]([Cl:37])=[CH:36][C:8]1=2)=[O:6])([CH3:3])[CH3:2]. Reactant: [CH:1]([O:4][C:5]([N:7]1[CH2:13][CH2:12][CH2:11][CH:10]([N:14]([C:30](=[O:32])[CH3:31])[CH2:15][C:16]2[CH:21]=[C:20]([C:22]([F:25])([F:24])[F:23])[CH:19]=[C:18]([C:26]([F:29])([F:28])[F:27])[CH:17]=2)[C:9]2[CH:33]=[C:34](Br)[C:35]([Cl:37])=[CH:36][C:8]1=2)=[O:6])([CH3:3])[CH3:2].[CH3:39]B(O)O.[F-].[Cs+]. (2) Reactant: [C:1]([C:5]1[CH:10]=[CH:9][C:8]([CH3:11])=[C:7]([N+:12]([O-])=O)[CH:6]=1)([CH3:4])([CH3:3])[CH3:2]. Product: [C:1]([C:5]1[CH:10]=[CH:9][C:8]([CH3:11])=[C:7]([CH:6]=1)[NH2:12])([CH3:4])([CH3:3])[CH3:2]. The catalyst class is: 394.